Predict the reactants needed to synthesize the given product. From a dataset of Full USPTO retrosynthesis dataset with 1.9M reactions from patents (1976-2016). (1) Given the product [NH2:4][C:5]1[C:6]([F:26])=[CH:7][C:8]([Cl:25])=[C:9]([CH:24]=1)[O:10][C:11]1[CH:23]=[CH:22][CH:21]=[CH:20][C:12]=1[O:13][CH2:14][C:15]([O:17][CH2:18][CH3:19])=[O:16], predict the reactants needed to synthesize it. The reactants are: C([NH:4][C:5]1[C:6]([F:26])=[CH:7][C:8]([Cl:25])=[C:9]([CH:24]=1)[O:10][C:11]1[CH:23]=[CH:22][CH:21]=[CH:20][C:12]=1[O:13][CH2:14][C:15]([O:17][CH2:18][CH3:19])=[O:16])(=O)C. (2) Given the product [Br:1][C:2]1[CH:3]=[CH:4][C:5]2[O:9][C:8]([CH:10]3[CH2:11][CH2:12][N:13]([C:18]4[N:23]=[CH:22][C:21]([F:24])=[CH:20][N:19]=4)[CH2:14][CH2:15]3)=[N:7][C:6]=2[CH:16]=1, predict the reactants needed to synthesize it. The reactants are: [Br:1][C:2]1[CH:3]=[CH:4][C:5]2[O:9][C:8]([CH:10]3[CH2:15][CH2:14][NH:13][CH2:12][CH2:11]3)=[N:7][C:6]=2[CH:16]=1.Cl[C:18]1[N:23]=[CH:22][C:21]([F:24])=[CH:20][N:19]=1.C(N(CC)C(C)C)(C)C.CCOC(C)=O.O. (3) Given the product [F:1][C:2]1[CH:7]=[CH:6][C:5]([O:8][C:9]2[CH:10]=[C:11]([CH:14]=[CH:15][CH:16]=2)[CH2:12][NH2:13])=[CH:4][CH:3]=1, predict the reactants needed to synthesize it. The reactants are: [F:1][C:2]1[CH:7]=[CH:6][C:5]([O:8][C:9]2[CH:10]=[C:11]([CH:14]=[CH:15][CH:16]=2)[C:12]#[N:13])=[CH:4][CH:3]=1.C1COCC1.[H-].[Al+3].[Li+].[H-].[H-].[H-].[OH-].[Na+].